This data is from Catalyst prediction with 721,799 reactions and 888 catalyst types from USPTO. The task is: Predict which catalyst facilitates the given reaction. (1) Reactant: [S:1]([N:11]1[C:15]2[N:16]=[CH:17][C:18]3[N:19]([CH:20]=[N:21][C:22]=3[C:23]3[CH:28]=[CH:27][C:26]([C:29]([OH:32])([CH3:31])[CH3:30])=[CH:25][CH:24]=3)[C:14]=2[CH:13]=[CH:12]1)([C:4]1[CH:10]=[CH:9][C:7]([CH3:8])=[CH:6][CH:5]=1)(=[O:3])=[O:2].C1C(=O)N([Br:40])C(=O)C1. Product: [Br:40][C:20]1[N:19]2[C:14]3[CH:13]=[CH:12][N:11]([S:1]([C:4]4[CH:5]=[CH:6][C:7]([CH3:8])=[CH:9][CH:10]=4)(=[O:2])=[O:3])[C:15]=3[N:16]=[CH:17][C:18]2=[C:22]([C:23]2[CH:28]=[CH:27][C:26]([C:29]([OH:32])([CH3:30])[CH3:31])=[CH:25][CH:24]=2)[N:21]=1. The catalyst class is: 18. (2) Reactant: Br[C:2]1[N:6]2[C:7]([CH2:11][OH:12])=[CH:8][CH:9]=[CH:10][C:5]2=[N:4][C:3]=1[NH:13][C:14](=[O:25])[C:15]1[CH:20]=[CH:19][C:18]([C:21]([CH3:24])([CH3:23])[CH3:22])=[CH:17][CH:16]=1.C([Li])CCC.CO.O. Product: [C:21]([C:18]1[CH:19]=[CH:20][C:15]([C:14]([NH:13][C:3]2[N:4]=[C:5]3[CH:10]=[CH:9][CH:8]=[C:7]([CH2:11][OH:12])[N:6]3[CH:2]=2)=[O:25])=[CH:16][CH:17]=1)([CH3:24])([CH3:22])[CH3:23]. The catalyst class is: 7.